From a dataset of Experimentally validated miRNA-target interactions with 360,000+ pairs, plus equal number of negative samples. Binary Classification. Given a miRNA mature sequence and a target amino acid sequence, predict their likelihood of interaction. (1) The miRNA is hsa-miR-4781-3p with sequence AAUGUUGGAAUCCUCGCUAGAG. The protein sequence of the target gene is MDAFKGGMSLERLPEGLRPPPPPPHDMGPAFHLARPADPREPLENSASESSDTELPEKERGGEPKGPEDSGAGGTGCGGADDPAKKKKQRRQRTHFTSQQLQELEATFQRNRYPDMSMREEIAVWTNLTEPRVRVWFKNRRAKWRKRERNQQLDLCKGGYVPQFSGLVQPYEDVYAAGYSYNNWAAKSLAPAPLSTKSFTFFNSMSPLSSQSMFSAPSSISSMTMPSSMGPGAVPGMPNSGLNNINNLTGSSLNSAMSPGACPYGTPASPYSVYRDTCNSSLASLRLKSKQHSSFGYGGL.... Result: 0 (no interaction). (2) The miRNA is mmu-miR-758-3p with sequence UUUGUGACCUGGUCCACUA. The protein sequence of the target gene is MDYDSYQHYFYDYDCGEDFYRSTAPSEDIWKKFELVPSPPTSPPWGLGPGAGDPAPGIGPPEPWPGGCTGDEAESRGHSKGWGRNYASIIRRDCMWSGFSARERLERAVSDRLAPGAPRGNPPKASAAPDCTPSLEAGNPAPAAPCPLGEPKTQACSGSESPSDSENEEIDVVTVEKRQSLGIRKPVTITVRADPLDPCMKHFHISIHQQQHNYAARFPPESCSQEEASERGPQEEVLERDAAGEKEDEEDEEIVSPPPVESEAAQSCHPKPVSSDTEDVTKRKNHNFLERKRRNDLRSR.... Result: 0 (no interaction). (3) The miRNA is mmu-miR-1896 with sequence CUCUCUGAUGGUGGGUGAGGAG. The protein sequence of the target gene is MPIVDKLKEALKPGRKDSAEDGDLGRLLAASAKKVLLQRIEFEPASKSFSYQLESLKSKYVLLSARAEGASRHRSGDELQARKPGTERVSGSGGDGVPAPQKVLFPVERLSLRWERVFRVGAGLHNLGNTCFLNSTIQCLTYTPPLANYLLSKEHARSCHQGGFCMLCLMQNHMVQAFANSGNAIKPVSFIRDLKKIARHFRFGNQEDAHEFLRYTIDAMQKACLNGYAKLDRQTQATTLVHQIFGGYLRSRVKCSVCKSVSDTYDPYLDIALEIRQAANIVRALELFVKSDVLSGENAY.... Result: 0 (no interaction).